Dataset: Retrosynthesis with 50K atom-mapped reactions and 10 reaction types from USPTO. Task: Predict the reactants needed to synthesize the given product. (1) The reactants are: CI.Clc1ncc(Br)c(NC2CCCC2)n1. Given the product CN(c1nc(Cl)ncc1Br)C1CCCC1, predict the reactants needed to synthesize it. (2) Given the product CCOC(=O)C1(COc2ccc(-c3ccc(F)cc3)nc2)CCN(C(=O)c2ccccc2OC)C1, predict the reactants needed to synthesize it. The reactants are: CCOC(=O)C1(CI)CCN(C(=O)c2ccccc2OC)C1.Oc1ccc(-c2ccc(F)cc2)nc1.